This data is from Forward reaction prediction with 1.9M reactions from USPTO patents (1976-2016). The task is: Predict the product of the given reaction. (1) Given the reactants [C:1]([NH:4][C:5]1[CH:14]=[C:13]([C:15]2[CH:20]=[CH:19][CH:18]=[CH:17][CH:16]=2)[C:12]2[C:7](=[CH:8][CH:9]=[C:10]([Cl:21])[CH:11]=2)[N:6]=1)(=[O:3])[CH3:2].[N+:22]([O-])([OH:24])=[O:23], predict the reaction product. The product is: [C:1]([NH:4][C:5]1[CH:14]=[C:13]([C:15]2[CH:16]=[CH:17][C:18]([N+:22]([O-:24])=[O:23])=[CH:19][CH:20]=2)[C:12]2[C:7](=[CH:8][CH:9]=[C:10]([Cl:21])[CH:11]=2)[N:6]=1)(=[O:3])[CH3:2]. (2) Given the reactants [CH2:1]([O:3][C:4]1[CH:11]=[C:10]([CH2:12][CH2:13][OH:14])[CH:9]=[CH:8][C:5]=1[C:6]#[N:7])[CH3:2].CC(OI1(OC(C)=O)(OC(C)=O)OC(=O)C2C=CC=CC1=2)=O, predict the reaction product. The product is: [CH2:1]([O:3][C:4]1[CH:11]=[C:10]([CH2:12][CH:13]=[O:14])[CH:9]=[CH:8][C:5]=1[C:6]#[N:7])[CH3:2]. (3) Given the reactants [CH3:1][C:2]1[CH:7]=[CH:6][C:5]([S:8]([N:11]2[C@H:17]([CH2:18][NH2:19])[CH2:16][C@@H:15]3[C@@H:13]([CH2:14]3)[CH2:12]2)(=[O:10])=[O:9])=[CH:4][CH:3]=1.CCN(C(C)C)C(C)C.Cl[C:30]1[N:35]=[C:34]([CH3:36])[CH:33]=[C:32]([CH3:37])[N:31]=1, predict the reaction product. The product is: [CH3:37][C:32]1[CH:33]=[C:34]([CH3:36])[N:35]=[C:30]([NH:19][CH2:18][C@@H:17]2[CH2:16][C@@H:15]3[C@@H:13]([CH2:14]3)[CH2:12][N:11]2[S:8]([C:5]2[CH:4]=[CH:3][C:2]([CH3:1])=[CH:7][CH:6]=2)(=[O:10])=[O:9])[N:31]=1. (4) Given the reactants [CH:1]([O:4][C:5]([N:7]1[CH2:12][CH2:11][CH:10]([CH:13]([CH3:16])[CH2:14][OH:15])[CH2:9][CH2:8]1)=[O:6])([CH3:3])[CH3:2].C(N(CC)CC)C.[CH3:24][S:25](Cl)(=[O:27])=[O:26], predict the reaction product. The product is: [CH:1]([O:4][C:5]([N:7]1[CH2:12][CH2:11][CH:10]([CH:13]([CH3:16])[CH2:14][O:15][S:25]([CH3:24])(=[O:27])=[O:26])[CH2:9][CH2:8]1)=[O:6])([CH3:3])[CH3:2].